Dataset: Reaction yield outcomes from USPTO patents with 853,638 reactions. Task: Predict the reaction yield, written as a fraction of the theoretical maximum amount of product (1.0 means a 100% yield; for example, 0.34 means a 34% yield). (1) The reactants are [NH:1]1[C:5]2=[N:6][CH:7]=[CH:8][CH:9]=[C:4]2[CH:3]=[C:2]1[C:10]([OH:12])=[O:11].OS(O)(=O)=O.[CH3:18][CH2:19]O. No catalyst specified. The product is [CH2:18]([O:11][C:10]([C:2]1[NH:1][C:5]2=[N:6][CH:7]=[CH:8][CH:9]=[C:4]2[CH:3]=1)=[O:12])[CH3:19]. The yield is 0.600. (2) The reactants are CC(C)N=C=NC(C)C.C1C=CC2N(O)N=NC=2C=1.[O:20]1[C:24]2[CH:25]=[CH:26][C:27]([CH2:29][CH2:30][C:31]([OH:33])=O)=[CH:28][C:23]=2[O:22][CH2:21]1.Cl.Cl.[CH2:36]([N:43]1[C:52]2[C:47](=[CH:48][C:49]([Cl:53])=[CH:50][CH:51]=2)[CH2:46][CH:45]([NH2:54])[CH2:44]1)[C:37]1[CH:42]=[CH:41][CH:40]=[CH:39][CH:38]=1. The catalyst is ClCCCl. The product is [O:20]1[C:24]2[CH:25]=[CH:26][C:27]([CH2:29][CH2:30][C:31]([NH:54][CH:45]3[CH2:46][C:47]4[C:52](=[CH:51][CH:50]=[C:49]([Cl:53])[CH:48]=4)[N:43]([CH2:36][C:37]4[CH:38]=[CH:39][CH:40]=[CH:41][CH:42]=4)[CH2:44]3)=[O:33])=[CH:28][C:23]=2[O:22][CH2:21]1. The yield is 0.0800. (3) No catalyst specified. The reactants are [CH3:1][NH:2][C:3]([N:5]([CH3:7])[NH2:6])=[O:4].[F:8][C:9]1[CH:18]=[C:17]2[C:12]([CH:13]=[CH:14][CH:15]=[N:16]2)=[CH:11][C:10]=1[CH2:19][C:20]1[N:24]2[N:25]=[C:26]([C:29](=O)[CH3:30])[CH:27]=[CH:28][C:23]2=[N:22][CH:21]=1. The yield is 0.210. The product is [F:8][C:9]1[CH:18]=[C:17]2[C:12]([CH:13]=[CH:14][CH:15]=[N:16]2)=[CH:11][C:10]=1[CH2:19][C:20]1[N:24]2[N:25]=[C:26](/[C:29](=[N:6]/[N:5]([CH3:7])[C:3]([NH:2][CH3:1])=[O:4])/[CH3:30])[CH:27]=[CH:28][C:23]2=[N:22][CH:21]=1. (4) The reactants are [N:1]1[C:14]2[C:5](=[C:6]3[C:11](=[CH:12][CH:13]=2)[CH2:10][CH2:9][C@@H:8]([CH2:15][OH:16])[O:7]3)[CH:4]=[CH:3][CH:2]=1.[C:17]1([CH3:27])[CH:22]=[CH:21][C:20]([S:23](Cl)(=[O:25])=[O:24])=[CH:19][CH:18]=1. The yield is 0.960. The catalyst is N1C=CC=CC=1. The product is [N:1]1[C:14]2[C:5](=[C:6]3[C:11](=[CH:12][CH:13]=2)[CH2:10][CH2:9][C@@H:8]([CH2:15][O:16][S:23]([C:20]2[CH:21]=[CH:22][C:17]([CH3:27])=[CH:18][CH:19]=2)(=[O:25])=[O:24])[O:7]3)[CH:4]=[CH:3][CH:2]=1. (5) The reactants are Cl[C:2]1[CH:7]=[CH:6][N:5]=[CH:4][C:3]=1[N+:8]([O-:10])=[O:9].[Si:11]([O:18][C@@H:19]1[C@@H:24]([CH3:25])[CH2:23][NH:22][CH2:21][C@H:20]1[NH:26][C:27](=[O:33])[O:28][C:29]([CH3:32])([CH3:31])[CH3:30])([C:14]([CH3:17])([CH3:16])[CH3:15])([CH3:13])[CH3:12]. The catalyst is CC(O)C. The product is [Si:11]([O:18][C@@H:19]1[C@@H:24]([CH3:25])[CH2:23][N:22]([C:2]2[CH:7]=[CH:6][N:5]=[CH:4][C:3]=2[N+:8]([O-:10])=[O:9])[CH2:21][C@H:20]1[NH:26][C:27](=[O:33])[O:28][C:29]([CH3:32])([CH3:31])[CH3:30])([C:14]([CH3:17])([CH3:15])[CH3:16])([CH3:13])[CH3:12]. The yield is 0.240. (6) The reactants are C(O)(=O)C.[N+:5](/[CH:8]=[CH:9]/[C:10]1[CH:11]=[C:12]([CH:21]=[CH:22][CH:23]=1)[O:13][CH2:14][C:15]1[CH:20]=[CH:19][CH:18]=[CH:17][N:16]=1)([O-:7])=[O:6].[BH4-].[Na+]. The catalyst is CS(C)=O. The product is [N+:5]([CH2:8][CH2:9][C:10]1[CH:11]=[C:12]([CH:21]=[CH:22][CH:23]=1)[O:13][CH2:14][C:15]1[CH:20]=[CH:19][CH:18]=[CH:17][N:16]=1)([O-:7])=[O:6]. The yield is 0.640. (7) The reactants are [Cl:1][C:2]1[CH:7]=[CH:6][C:5]([S:8]([CH:11]([C:21]2[CH:26]=[C:25]([F:27])[CH:24]=[CH:23][C:22]=2[F:28])[C:12]2[N:17]=[CH:16][C:15]([C:18](O)=[O:19])=[CH:14][CH:13]=2)(=[O:10])=[O:9])=[CH:4][CH:3]=1.CN1CCOCC1.Cl.[CH3:37][O:38][NH2:39].Cl.C(N=C=NCCCN(C)C)C. The catalyst is ClCCl.CCCCCC.O1CCCC1. The product is [Cl:1][C:2]1[CH:3]=[CH:4][C:5]([S:8]([CH:11]([C:21]2[CH:26]=[C:25]([F:27])[CH:24]=[CH:23][C:22]=2[F:28])[C:12]2[CH:13]=[CH:14][C:15]([C:18]([NH:39][O:38][CH3:37])=[O:19])=[CH:16][N:17]=2)(=[O:10])=[O:9])=[CH:6][CH:7]=1. The yield is 0.520. (8) The reactants are [Cl:1][C:2]1[CH:7]=[CH:6][CH:5]=[CH:4][C:3]=1[CH:8]([OH:11])[C:9]#[CH:10].[H-].[Na+].Br[CH2:15][CH2:16][CH3:17]. The catalyst is CN(C=O)C. The product is [CH2:15]([O:11][CH:8]([C:3]1[CH:4]=[CH:5][CH:6]=[CH:7][C:2]=1[Cl:1])[C:9]#[CH:10])[CH2:16][CH3:17]. The yield is 0.820. (9) The reactants are [Br:1][C:2]1[CH:7]=[CH:6][C:5]([NH:8][C:9]2[C:17]([C:18]([OH:20])=O)=[C:16]3[N:12]([CH2:13][CH2:14][CH2:15]3)[C:11](=[O:21])[C:10]=2[CH3:22])=[C:4]([F:23])[CH:3]=1.C[N:25](C(ON1N=NC2C=CC=CC1=2)=[N+](C)C)C.[B-](F)(F)(F)F.[Cl-].[NH4+]. The catalyst is C1COCC1. The product is [Br:1][C:2]1[CH:7]=[CH:6][C:5]([NH:8][C:9]2[C:17]([C:18]([NH2:25])=[O:20])=[C:16]3[N:12]([CH2:13][CH2:14][CH2:15]3)[C:11](=[O:21])[C:10]=2[CH3:22])=[C:4]([F:23])[CH:3]=1. The yield is 0.250. (10) The reactants are [CH3:1][C:2]([CH3:37])([CH3:36])[CH2:3][CH2:4][N:5]1[C:10](=[O:11])[C:9]([C:12]2[NH:17][C:16]3[CH:18]=[CH:19][C:20]([NH:22][S:23]([CH3:26])(=[O:25])=[O:24])=[CH:21][C:15]=3[S:14](=[O:28])(=[O:27])[N:13]=2)=[C:8]([OH:29])[CH:7]2[CH2:30][CH2:31][CH2:32][CH2:33][CH2:34][CH2:35][CH:6]12.[C:38](=O)([O-])[O-].[K+].[K+].IC. The catalyst is CN(C)C=O. The product is [CH3:1][C:2]([CH3:37])([CH3:36])[CH2:3][CH2:4][N:5]1[C:10](=[O:11])[C:9]([C:12]2[NH:17][C:16]3[CH:18]=[CH:19][C:20]([N:22]([CH3:38])[S:23]([CH3:26])(=[O:24])=[O:25])=[CH:21][C:15]=3[S:14](=[O:28])(=[O:27])[N:13]=2)=[C:8]([OH:29])[CH:7]2[CH2:30][CH2:31][CH2:32][CH2:33][CH2:34][CH2:35][CH:6]12. The yield is 0.0900.